Dataset: Peptide-MHC class II binding affinity with 134,281 pairs from IEDB. Task: Regression. Given a peptide amino acid sequence and an MHC pseudo amino acid sequence, predict their binding affinity value. This is MHC class II binding data. (1) The peptide sequence is LRLSSLMPCQAPRKS. The MHC is HLA-DQA10201-DQB10301 with pseudo-sequence HLA-DQA10201-DQB10301. The binding affinity (normalized) is 0.491. (2) The peptide sequence is ERKYFAATQFEPLAA. The MHC is HLA-DPA10201-DPB11401 with pseudo-sequence HLA-DPA10201-DPB11401. The binding affinity (normalized) is 0.692.